From a dataset of Reaction yield outcomes from USPTO patents with 853,638 reactions. Predict the reaction yield, written as a fraction of the theoretical maximum amount of product (1.0 means a 100% yield; for example, 0.34 means a 34% yield). (1) The reactants are [N:1]#[C:2]Br.[Br:4][C:5]1[CH:11]=[CH:10][C:8]([NH2:9])=[CH:7][CH:6]=1. The catalyst is C(OCC)C. The product is [Br:4][C:5]1[CH:11]=[CH:10][C:8]([NH:9][C:2]#[N:1])=[CH:7][CH:6]=1. The yield is 0.920. (2) The reactants are [CH2:1]([NH:3][C:4]([C:6]1[S:7][CH:8]=[CH:9][CH:10]=1)=[O:5])[CH3:2].[CH:11](=[O:13])C. The catalyst is C1COCC1.CCCCC. The product is [CH2:1]([NH:3][C:4]([C:6]1[S:7][CH:8]=[CH:9][C:10]=1[CH2:11][OH:13])=[O:5])[CH3:2]. The yield is 0.500. (3) The reactants are [F:1][C:2]1[CH:7]=[CH:6][C:5]([NH:8][C:9](=[O:15])[O:10][C:11]([CH3:14])([CH3:13])[CH3:12])=[CH:4][C:3]=1[C@:16]1([CH3:27])[C:21]([F:23])([F:22])[CH2:20][C:19]([F:25])([CH3:24])[C:18](=O)[NH:17]1.COC1C=CC(P2(SP(C3C=CC(OC)=CC=3)(=S)S2)=[S:37])=CC=1. The catalyst is C1(C)C=CC=CC=1. The product is [F:1][C:2]1[CH:7]=[CH:6][C:5]([NH:8][C:9](=[O:15])[O:10][C:11]([CH3:14])([CH3:13])[CH3:12])=[CH:4][C:3]=1[C@:16]1([CH3:27])[C:21]([F:23])([F:22])[CH2:20][C@@:19]([F:25])([CH3:24])[C:18](=[S:37])[NH:17]1. The yield is 0.526. (4) The reactants are [CH3:1][C:2]1([CH3:20])[O:6][C@@H:5]([CH2:7][O:8][N:9]2C(=O)C3C(=CC=CC=3)C2=O)[CH2:4][O:3]1.O.NN. The catalyst is C(Cl)Cl. The product is [CH3:1][C:2]1([CH3:20])[O:6][C@@H:5]([CH2:7][O:8][NH2:9])[CH2:4][O:3]1. The yield is 0.920. (5) The product is [Cl:1][C:2]1[N:7]2[C:8]([CH2:15][CH:16]3[CH2:21][CH2:20][C:19]([F:23])([F:22])[CH2:18][CH2:17]3)=[C:9]([C:11]([F:13])([F:14])[F:12])[N:10]=[C:6]2[CH:5]=[C:4]([C:24]([NH:26][CH2:27][C:28]2([C:31]#[N:34])[CH2:29][CH2:30]2)=[O:25])[CH:3]=1. The reactants are [Cl:1][C:2]1[N:7]2[C:8]([CH2:15][CH:16]3[CH2:21][CH2:20][C:19]([F:23])([F:22])[CH2:18][CH2:17]3)=[C:9]([C:11]([F:14])([F:13])[F:12])[N:10]=[C:6]2[CH:5]=[C:4]([C:24]([NH:26][CH2:27][C:28]2([CH:31]=O)[CH2:30][CH2:29]2)=[O:25])[CH:3]=1.Cl.[NH2:34]O.C(OC(=O)C)(=O)C.C(=O)([O-])O.[Na+]. The catalyst is CN1C(=O)CCC1. The yield is 0.440. (6) The reactants are [CH3:1][O:2][CH2:3][N:4]1[C:12]2[C:7](=[CH:8][CH:9]=[CH:10][C:11]=2[N:13]([CH2:22][O:23][CH3:24])[S:14]([C:17]2[S:18][CH:19]=[CH:20][CH:21]=2)(=[O:16])=[O:15])[CH:6]=[C:5]1[C:25]([O:27]CC)=[O:26].[OH-].[Na+].O1CCCC1. The catalyst is C(O)C. The product is [CH3:1][O:2][CH2:3][N:4]1[C:12]2[C:7](=[CH:8][CH:9]=[CH:10][C:11]=2[N:13]([CH2:22][O:23][CH3:24])[S:14]([C:17]2[S:18][CH:19]=[CH:20][CH:21]=2)(=[O:16])=[O:15])[CH:6]=[C:5]1[C:25]([OH:27])=[O:26]. The yield is 0.930. (7) The reactants are [F:1][C:2]([F:18])([CH:15]([F:17])[F:16])[CH2:3][O:4][C:5]1[C:10]([C:11]([F:14])([F:13])[F:12])=[CH:9][CH:8]=[CH:7][N:6]=1.[B:19]1([B:19]2[O:23][C:22]([CH3:25])([CH3:24])[C:21]([CH3:27])([CH3:26])[O:20]2)[O:23][C:22]([CH3:25])([CH3:24])[C:21]([CH3:27])([CH3:26])[O:20]1. The catalyst is O1CCOCC1.C[O-].C[O-].C1CC=CCCC=C1.C1CC=CCCC=C1.[Ir].[Ir]. The product is [F:18][C:2]([F:1])([CH:15]([F:17])[F:16])[CH2:3][O:4][C:5]1[C:10]([C:11]([F:12])([F:13])[F:14])=[CH:9][C:8]([B:19]2[O:23][C:22]([CH3:25])([CH3:24])[C:21]([CH3:27])([CH3:26])[O:20]2)=[CH:7][N:6]=1. The yield is 1.00.